This data is from Full USPTO retrosynthesis dataset with 1.9M reactions from patents (1976-2016). The task is: Predict the reactants needed to synthesize the given product. (1) Given the product [ClH:32].[CH3:1][S:2][C:3]1[C:11]2[C:6](=[CH:7][C:8]([NH:12][C:13]([CH:15]3[CH2:16][NH:17][CH2:18]3)=[O:14])=[CH:9][CH:10]=2)[N:5]([C:26]2[CH:31]=[CH:30][CH:29]=[CH:28][CH:27]=2)[N:4]=1, predict the reactants needed to synthesize it. The reactants are: [CH3:1][S:2][C:3]1[C:11]2[C:6](=[CH:7][C:8]([NH:12][C:13]([CH:15]3[CH2:18][N:17](C(OC(C)(C)C)=O)[CH2:16]3)=[O:14])=[CH:9][CH:10]=2)[N:5]([C:26]2[CH:31]=[CH:30][CH:29]=[CH:28][CH:27]=2)[N:4]=1.[Cl:32]CCl. (2) Given the product [F:30][C:25]1[CH:24]=[C:23]([C:18]2[CH:19]=[CH:20][C:21](=[O:22])[N:16]([CH2:15][C:14]3[CH:13]=[C:12]([C:10]4[O:11][C:7]([C:42]5[CH:43]=[N:44][N:45]([CH:47]6[CH2:48][CH2:49][N:50]([C:53]([O:55][C:56]([CH3:59])([CH3:58])[CH3:57])=[O:54])[CH2:51][CH2:52]6)[CH:46]=5)=[CH:8][N:9]=4)[CH:33]=[CH:32][CH:31]=3)[N:17]=2)[CH:28]=[C:27]([F:29])[CH:26]=1, predict the reactants needed to synthesize it. The reactants are: CN(C=O)C.Br[C:7]1[O:11][C:10]([C:12]2[CH:13]=[C:14]([CH:31]=[CH:32][CH:33]=2)[CH2:15][N:16]2[C:21](=[O:22])[CH:20]=[CH:19][C:18]([C:23]3[CH:28]=[C:27]([F:29])[CH:26]=[C:25]([F:30])[CH:24]=3)=[N:17]2)=[N:9][CH:8]=1.CC1(C)C(C)(C)OB([C:42]2[CH:43]=[N:44][N:45]([CH:47]3[CH2:52][CH2:51][N:50]([C:53]([O:55][C:56]([CH3:59])([CH3:58])[CH3:57])=[O:54])[CH2:49][CH2:48]3)[CH:46]=2)O1.O.O.O.P([O-])([O-])([O-])=O.[K+].[K+].[K+].